This data is from Forward reaction prediction with 1.9M reactions from USPTO patents (1976-2016). The task is: Predict the product of the given reaction. (1) Given the reactants [C:1]1([C:15]2[CH:20]=[CH:19][CH:18]=[CH:17][CH:16]=2)[CH:6]=[CH:5][CH:4]=[C:3]([C:7]2[CH:12]=[C:11]([CH3:13])[C:10](Br)=[CH:9][N:8]=2)[CH:2]=1.[CH3:21]B1OB(C)OB(C)O1.O.[O-]P([O-])([O-])=O.[K+].[K+].[K+].C1(C)C=CC=CC=1, predict the reaction product. The product is: [C:1]1([C:15]2[CH:20]=[CH:19][CH:18]=[CH:17][CH:16]=2)[CH:6]=[CH:5][CH:4]=[C:3]([C:7]2[CH:12]=[C:11]([CH3:13])[C:10]([CH3:21])=[CH:9][N:8]=2)[CH:2]=1. (2) Given the reactants [N:1]1[CH:6]=[CH:5][C:4]([NH2:7])=[CH:3][C:2]=1[NH2:8].[Br:9][CH2:10][C:11]([C:13]1[CH:18]=[CH:17][C:16]([OH:19])=[CH:15][CH:14]=1)=O, predict the reaction product. The product is: [BrH:9].[NH2:7][C:4]1[CH:5]=[CH:6][N:1]2[CH:10]=[C:11]([C:13]3[CH:18]=[CH:17][C:16]([OH:19])=[CH:15][CH:14]=3)[N:8]=[C:2]2[CH:3]=1.